This data is from Human Reference Interactome with 51,813 positive PPI pairs across 8,248 proteins, plus equal number of experimentally-validated negative pairs. The task is: Binary Classification. Given two protein amino acid sequences, predict whether they physically interact or not. (1) Protein 1 (ENSG00000006638) has sequence MWPNGSSLGPCFRPTNITLEERRLIASPWFAASFCVVGLASNLLALSVLAGARQGGSHTRSSFLTFLCGLVLTDFLGLLVTGTIVVSQHAALFEWHAVDPGCRLCRFMGVVMIFFGLSPLLLGAAMASERYLGITRPFSRPAVASQRRAWATVGLVWAAALALGLLPLLGVGRYTVQYPGSWCFLTLGAESGDVAFGLLFSMLGGLSVGLSFLLNTVSVATLCHVYHGQEAAQQRPRDSEVEMMAQLLGIMVVASVCWLPLLVFIAQTVLRNPPAMSPAGQLSRTTEKELLIYLRVATWN.... Protein 2 (ENSG00000169903) has sequence MCTGGCARCLGGTLIPLAFFGFLANILLFFPGGKVIDDNDHLSQEIWFFGGILGSGVLMIFPALVFLGLKNNDCCGCCGNEGCGKRFAMFTSTIFAVVGFLGAGYSFIISAISINKGPKCLMANSTWGYPFHDGDYLNDEALWNKCREPLNVVPWNLTLFSILLVVGGIQMVLCAIQVVNGLLGTLCGDCQCCGCCGGDGPV*MCTGGCARCLGGTLIPLAFFGFLANILLFFPGGKVIDDNDHLSQEIWFFGGILGSGVLMFTSTIFAVVGFLGAGYSFIISA. Result: 1 (the proteins interact). (2) Protein 1 (ENSG00000177383) has sequence MLQTPESRGLPVPQAEGEKDGGHDGETRAPTASQERPKEELGAGREEGAAEPALTRKGARALAAKALARRRAYRRLNRTVAELVQFLLVKDKKKSPITRSEMVKYVIGDLKILFPDIIARAAEHLRYVFGFELKQFDRKHHTYILINKLKPLEEEEEEDLGGDGPRLGLLMMILGLIYMRGNSAREAQVWEMLRRLGVQPSKYHFLFGYPKRLIMEDFVQQRYLSYRRVPHTNPPEYEFSWGPRSNLEISKMEVLGFVAKLHKKEPQHWPVQYREALADEADRARAKARAEASMRARASA.... Protein 2 (ENSG00000011198) has sequence MAAEEEEVDSADTGERSGWLTGWLPTWCPTSISHLKEAEEKMLK*XVNHLILVEPWGFPERPDLADQDRPIPVWIRALGAALTPFNPLAGLRIAGPFGLSLVQRLRPDFKRKYSSMFEDDTVTEYIYHCNVQTPSFSDLWRPILHRWQFWHQHPVLTTTFICEDNSYSWGRTLCICRSTRRIQPESKGDLRHCGLNTLKL*XGETAFKNMTIPYGWAKRPMLQRIGKMHPDIPVSVIFGARSCIDGNSGTSIQSLRPHSYVKTIAILGAGHYVYADQPEEFNQKVKEICDTVD*MLKCVP.... Result: 0 (the proteins do not interact). (3) Protein 2 (ENSG00000004838) has sequence MGDLELLLPGEAEVLVRGLRSFPLREMGSEGWNQQHENLEKLNMQAILDATVSQGEPIQELLVTHGKVPTLVEELIAVEMWKQKVFPVFCRVEDFKPQNTFPIYMVVHHEASIINLLETVFFHKEVCESAEDTVLDLVDYCHRKLTLLVAQSGCGGPPEGEGSQDSNPMQELQKQAELMEFEIALKALSVLRYITDCVDSLSLSTLSRMLSTHNLPCLLVELLEHSPWSRREGGKLQQFEGSRWHTVAPSEQQKLSKLDGQVWIALYNLLLSPEAQARYCLTSFAKGRLLKLRAFLTDTL.... Protein 1 (ENSG00000179528) has sequence MGKRTSLEGGQVRTRWALVPSAANGASHALRSPRNRCWSWSGASSSRSTWRRPSETG*MNSGREPRTPRTLLSIADILAPRMVPRAPSAPQLPESGPGPTSPLCALEELTSKTFRGLDARALQPSEGRAGPDALGPGPFGRKRRKSRTAFTAQQVLELERRFVFQKYLAPSERDGLATRLGLANAQVVTWFQNRRAKLKRDVEEMRADVASLRALSPEVLCSLALPEGAPDPGLCLGPAGPDSRPHLSDEEIQVDD*MGKRTSLEVSLGELGGEKCRGGRRSFPPLAASRPARPGGWRWA.... Result: 0 (the proteins do not interact). (4) Protein 1 (ENSG00000050748) has sequence MSDSKCDSQFYSVQVADSTFTVLKRYQQLKPIGSGAQGIVCAAFDTVLGINVAVKKLSRPFQNQTHAKRAYRELVLLKCVNHKNIISLLNVFTPQKTLEEFQDVYLVMELMDANLCQVIHMELDHERMSYLLYQMLCGIKHLHSAGIIHRDLKPSNIVVKSDCTLKILDFGLARTACTNFMMTPYVVTRYYRAPEVILGMGYKENVDIWSVGCIMAEMVLHKVLFPGRDYIDQWNKVIEQLGTPSAEFMKKLQPTVRNYVENRPKYPGIKFEELFPDWIFPSESERDKIKTSQARDLLSK.... Protein 2 (ENSG00000155875) has sequence MKTKCICELCSCGRHHCPHLPTKIYDKTEKPCLLSEYTENYPFYHSYLPRESFKPRREYQKGPIPMEGLTTSS*MKTKCICELCSCGRHHCPHLPTKIYDKTEKPCLLSEYTENYPFYHSYLPRESFKPRREYQKGPIPMEGLTTSRRDFGPHKVAPVKVHQYDQFVPSEENMDLLTTYKKDYNPYPVCRVDPIKPRDSKYPCSDKMECLPTYKADYLPWNQPRREPLRLEHKYQPASVRFDNRTTHQDDYPIKGLVKTISCKPLAMPKLCNIPLEDVTNYKMSYVAHPVEKRFVHEAEK.... Result: 1 (the proteins interact). (5) Protein 1 (ENSG00000204909) has sequence MRATAIVLLLALTLATMFSIECAKQTKQMVDCSHYKKLPPGQQRFCHHMYDPICGSDGKTYKNDCFFCSKVKKTDGTLKFVHFGKC*MVFMNPSHHCFHYKTPPSSSGEHNEPRRLMGLTQPEHLQGIECAKQTKQMVDCSHYKKLPPGQQRFCHHMYDPICGSDGKTYKNDCFFCSKVKKTDGTLKFVHFGKC*. Protein 2 (ENSG00000177606) has sequence MTAKMETTFYDDALNASFLPSESGPYGYSNPKILKQSMTLNLADPVGSLKPHLRAKNSDLLTSPDVGLLKLASPELERLIIQSSNGHITTTPTPTQFLCPKNVTDEQEGFAEGFVRALAELHSQNTLPSVTSAAQPVNGAGMVAPAVASVAGGSGSGGFSASLHSEPPVYANLSNFNPGALSSGGGAPSYGAAGLAFPAQPQQQQQPPHHLPQQMPVQHPRLQALKEEPQTVPEMPGETPPLSPIDMESQERIKAERKRMRNRIAASKCRKRKLERIARLEEKVKTLKAQNSELASTANM.... Result: 0 (the proteins do not interact). (6) Protein 1 (ENSG00000204356) has sequence MVPKGATMLVIPPGLSEEEEALQKKFNKLKKKKKALLALKKQSSSSTTSQGGVKRSLSEQPVMDTATATEQAKQLVKSGAISAIKAETKNSGFKRSRTLEGKLKDPEKGPVPTFQPFQRSISADDDLQESSRRPQRKSLYESFVSSSDRLRELGPDGEEAEGPGAGDGPPRSFDWGYEERSGAHSSASPPRSRSRDRSHERNRDRDRDRERDRDRDRDRDRERDRDRDRDRDRDRERDRDRERDRDRDREGPFRRSDSFPERRAPRKGNTLYVYGEDMTPTLLRGAFSPFGNIIDLSMDP.... Protein 2 (ENSG00000100441) has sequence MPTWGARPASPDRFAVSAEAENKVREQQPHVERIFSVGVSVLPKDCPDNPHIWLQLEGPKENASRAKEYLKGLCSPELQDEIHYPPKLHCIFLGAQGFFLDCLAWSTSAHLVPRAPGSLMISGLTEAFVMAQSRVEELAERLSWDFTPGPSSGASQCTGVLRDFSALLQSPGDAHREALLQLPLAVQEELLSLVQEASSGQGPGALASWEGRSSALLGAQCQGVRAPPSDGRESLDTGSMGPGDCRGARGDTYAVEKEGGKQGGPREMDWGWKELPGEEAWEREVALRPQSVGGGARESA.... Result: 0 (the proteins do not interact). (7) Protein 1 (ENSG00000183207) has sequence MATVTATTKVPEIRDVTRIERIGAHSHIRGLGLDDALEPRQASQGMVGQLAARRAAGVVLEMIREGKIAGRAVLIAGQPGTGKTAIAMGMAQALGPDTPFTAIAGSEIFSLEMSKTEALTQAFRRSIGVRIKEETEIIEGEVVEIQIDRPATGTGSKVGKLTLKTTEMETIYDLGTKMIESLTKDKGRDHHRQGDGQDLQAGPLLHTRPRLRRYGLPDQVRAVPRWGAPETQGGGAHRVPARDRRHQLSHPGLPGALLR*MATVTATTKVPEIRDVTRIERIEMEFPRVSQDGLDLLTS*.... Protein 2 (ENSG00000101004) has sequence MDEEENHYVSQLREVYSSCDTTGTGFLDRQELTQLCLKLHLEQQLPVLLQTLLGNDHFARVNFEEFKEGFVAVLSSNAGVRPSDEDSSSLESAASSAIPPKYVNGSKWYGRRSRPELCDAATEARRVPEQQTQASLKSHLWRSASLESVESPKSDEEAESTKEAQNELFEAQGQLQTWDSEDFGSPQKSCSPSFDTPESQIRGVWEELGVGSSGHLSEQELAVVCQSVGLQGLEKEELEDLFNKLDQDGDGKVSLEEFQLGLFSHEPALLLESSTRVKPSKAWSHYQVPEESGCHTTTTS.... Result: 0 (the proteins do not interact).